Dataset: Catalyst prediction with 721,799 reactions and 888 catalyst types from USPTO. Task: Predict which catalyst facilitates the given reaction. (1) Reactant: CS(Cl)(=O)=O.[Cl:6][C:7]1[CH:12]=[CH:11][C:10]([C:13]2[CH:14]=[CH:15][C:16]([C:19]#[C:20][C:21]3[CH:30]=[CH:29][C:24]([O:25][CH2:26][CH2:27]O)=[CH:23][CH:22]=3)=[N:17][CH:18]=2)=[CH:9][CH:8]=1.[CH2:31]([N:33](CC)[CH2:34][CH3:35])[CH3:32].N1CC=CC1. Product: [Cl:6][C:7]1[CH:8]=[CH:9][C:10]([C:13]2[CH:14]=[CH:15][C:16]([C:19]#[C:20][C:21]3[CH:30]=[CH:29][C:24]([O:25][CH2:26][CH2:27][N:33]4[CH2:34][CH:35]=[CH:32][CH2:31]4)=[CH:23][CH:22]=3)=[N:17][CH:18]=2)=[CH:11][CH:12]=1. The catalyst class is: 59. (2) Product: [Cl-:4].[Cl-:4].[NH3+:8][CH2:7][C:6]([C:16]1[CH:21]=[CH:20][NH+:19]=[CH:18][CH:17]=1)=[O:5]. Reactant: C([Cl:4])(=O)C.[O:5]=[C:6]([C:16]1[CH:21]=[CH:20][N:19]=[CH:18][CH:17]=1)[CH2:7][NH:8]C(=O)OC(C)(C)C. The catalyst class is: 5.